Dataset: Peptide-MHC class I binding affinity with 185,985 pairs from IEDB/IMGT. Task: Regression. Given a peptide amino acid sequence and an MHC pseudo amino acid sequence, predict their binding affinity value. This is MHC class I binding data. (1) The binding affinity (normalized) is 0.00633. The peptide sequence is DPSERVFKKI. The MHC is HLA-B51:01 with pseudo-sequence HLA-B51:01. (2) The peptide sequence is FQSYVDRF. The MHC is Mamu-B52 with pseudo-sequence Mamu-B52. The binding affinity (normalized) is 0.349. (3) The peptide sequence is TEIEPKLDG. The MHC is HLA-B40:01 with pseudo-sequence HLA-B40:01. The binding affinity (normalized) is 0. (4) The peptide sequence is GRWMLPQGM. The MHC is HLA-A11:01 with pseudo-sequence HLA-A11:01. The binding affinity (normalized) is 0.0847. (5) The peptide sequence is SLLRSTSQK. The MHC is HLA-A03:01 with pseudo-sequence HLA-A03:01. The binding affinity (normalized) is 0.913.